From a dataset of Forward reaction prediction with 1.9M reactions from USPTO patents (1976-2016). Predict the product of the given reaction. Given the reactants [F:1][C:2]1[CH:3]=[C:4]([C:8]2[C@:9]3([CH2:25][CH2:24][C@H:23]4[C@@H:14]([CH2:15][CH2:16][C:17]5[CH:18]=[C:19]([OH:26])[CH:20]=[CH:21][C:22]=54)[C@@H:11]3[CH2:12][CH:13]=2)[CH3:10])[CH:5]=[N:6][CH:7]=1.Cl[CH:28]([CH2:33][CH3:34])[C:29]([O:31]C)=[O:30].[OH-].[Na+], predict the reaction product. The product is: [F:1][C:2]1[CH:3]=[C:4]([C:8]2[C@:9]3([CH2:25][CH2:24][C@H:23]4[C@@H:14]([CH2:15][CH2:16][C:17]5[CH:18]=[C:19]([O:26][CH:28]([CH2:33][CH3:34])[C:29]([OH:31])=[O:30])[CH:20]=[CH:21][C:22]=54)[C@@H:11]3[CH2:12][CH:13]=2)[CH3:10])[CH:5]=[N:6][CH:7]=1.